This data is from Forward reaction prediction with 1.9M reactions from USPTO patents (1976-2016). The task is: Predict the product of the given reaction. Given the reactants [Cl-].[Br:2][C:3]1[C:15]2[C:14]3[CH2:13][CH2:12][NH2+:11][CH2:10][C:9]=3[CH:8]=[N:7][C:6]=2[NH:5][N:4]=1.CCN(C(C)C)C(C)C.[C:25]1([N:31]=[C:32]=[O:33])[CH:30]=[CH:29][CH:28]=[CH:27][CH:26]=1, predict the reaction product. The product is: [Br:2][C:3]1[C:15]2[C:14]3[CH2:13][CH2:12][N:11]([C:32]([NH:31][C:25]4[CH:30]=[CH:29][CH:28]=[CH:27][CH:26]=4)=[O:33])[CH2:10][C:9]=3[CH:8]=[N:7][C:6]=2[NH:5][N:4]=1.